This data is from Reaction yield outcomes from USPTO patents with 853,638 reactions. The task is: Predict the reaction yield, written as a fraction of the theoretical maximum amount of product (1.0 means a 100% yield; for example, 0.34 means a 34% yield). The reactants are [Br:1][C:2]1[CH:7]=[CH:6][C:5]([N:8]2[C:12](C(O)=O)=[CH:11][N:10]=[N:9]2)=[CH:4][CH:3]=1.[C:16]1([C@H:22]([OH:24])[CH3:23])[CH:21]=[CH:20][CH:19]=[CH:18][CH:17]=1.C([N:27]([CH2:30]C)CC)C.C1(P(N=[N+]=[N-])(C2C=CC=CC=2)=[O:39])C=CC=CC=1. The catalyst is C1(C)C=CC=CC=1. The product is [C:16]1([C@H:22]([O:24][C:30](=[O:39])[NH:27][C:12]2[N:8]([C:5]3[CH:4]=[CH:3][C:2]([Br:1])=[CH:7][CH:6]=3)[N:9]=[N:10][CH:11]=2)[CH3:23])[CH:21]=[CH:20][CH:19]=[CH:18][CH:17]=1. The yield is 0.728.